This data is from Catalyst prediction with 721,799 reactions and 888 catalyst types from USPTO. The task is: Predict which catalyst facilitates the given reaction. Reactant: [CH2:9]([Se:8][Se:8][CH2:9][C@H:10]([NH2:14])[C:11]([OH:13])=[O:12])[C@H:10]([NH2:14])[C:11]([OH:13])=[O:12].[OH-].[Na+].[BH4-].[Na+].[CH:19](=O)[CH3:20]. Product: [CH3:19][CH:20]1[NH:14][C@H:10]([C:11]([OH:13])=[O:12])[CH2:9][Se:8]1. The catalyst class is: 8.